Dataset: Forward reaction prediction with 1.9M reactions from USPTO patents (1976-2016). Task: Predict the product of the given reaction. (1) Given the reactants [C:1]([C@H:5]1[O:9][C:8](=[O:10])[C@@:7]([C:17]2(O)[CH2:21][CH2:20][CH2:19][CH2:18]2)([C:11]2[CH:16]=[CH:15][CH:14]=[CH:13][CH:12]=2)[O:6]1)([CH3:4])([CH3:3])[CH3:2].S(Cl)(Cl)=O.N1C=CC=CC=1.[Cl-].[NH4+], predict the reaction product. The product is: [C:1]([C@H:5]1[O:9][C:8](=[O:10])[C@:7]([C:17]2[CH2:21][CH2:20][CH2:19][CH:18]=2)([C:11]2[CH:12]=[CH:13][CH:14]=[CH:15][CH:16]=2)[O:6]1)([CH3:4])([CH3:2])[CH3:3]. (2) Given the reactants O.[OH:2][C:3]1[CH:12]=[CH:11][C:10]2[C:5](=[CH:6][C:7]([OH:13])=[CH:8][CH:9]=2)[CH:4]=1.C([O:17][CH2:18][CH3:19])(=O)C.[C:20]1([CH3:26])[CH:25]=CC=[CH:22][CH:21]=1.[CH:27]([OH:30])([CH3:29])[CH3:28], predict the reaction product. The product is: [C:6]1([C:22]2[C:18]([OH:17])=[CH:19][CH:25]=[C:20]3[C:21]=2[CH:29]=[C:27]([OH:30])[CH:28]=[CH:26]3)[C:7]([OH:13])=[CH:8][CH:9]=[C:10]2[C:5]=1[CH:4]=[C:3]([OH:2])[CH:12]=[CH:11]2. (3) Given the reactants [Cl-].[Li+].[CH3:3][C:4]1[CH2:5][C:6](C(OCC)=O)([C:10]([O:12][CH2:13][CH3:14])=[O:11])[CH2:7][C:8]=1[CH3:9], predict the reaction product. The product is: [CH3:9][C:8]1[CH2:7][CH:6]([C:10]([O:12][CH2:13][CH3:14])=[O:11])[CH2:5][C:4]=1[CH3:3]. (4) Given the reactants [NH:1]1[CH2:6][CH2:5][CH:4]([N:7]2[CH:11]=[C:10]([C:12]3[CH:17]=[N:16][N:15]4[C:18]([C:21]5[CH:22]=[C:23]([NH:27][C:28]([NH:30][CH2:31][C:32]([F:35])([F:34])[F:33])=[O:29])[CH:24]=[CH:25][CH:26]=5)=[CH:19][N:20]=[C:14]4[CH:13]=3)[CH:9]=[N:8]2)[CH2:3][CH2:2]1.[N:36]1([C:42](Cl)=[O:43])[CH2:41][CH2:40][O:39][CH2:38][CH2:37]1, predict the reaction product. The product is: [N:36]1([C:42]([N:1]2[CH2:6][CH2:5][CH:4]([N:7]3[CH:11]=[C:10]([C:12]4[CH:17]=[N:16][N:15]5[C:18]([C:21]6[CH:22]=[C:23]([NH:27][C:28]([NH:30][CH2:31][C:32]([F:33])([F:35])[F:34])=[O:29])[CH:24]=[CH:25][CH:26]=6)=[CH:19][N:20]=[C:14]5[CH:13]=4)[CH:9]=[N:8]3)[CH2:3][CH2:2]2)=[O:43])[CH2:41][CH2:40][O:39][CH2:38][CH2:37]1. (5) Given the reactants [C:1]([N:4]1[C:13]2[C:8](=[CH:9][C:10]([C:14]([OH:16])=O)=[CH:11][CH:12]=2)[C@H:7]([NH:17][C:18]2[S:19][C:20]([C:23]#[N:24])=[CH:21][CH:22]=2)[C@@H:6]([CH3:25])[C@@H:5]1[CH:26]1[CH2:28][CH2:27]1)(=[O:3])[CH3:2].C[N:30](C(ON1N=NC2C=CC=NC1=2)=[N+](C)C)C.F[P-](F)(F)(F)(F)F.CCN(C(C)C)C(C)C.[Cl-].[NH4+], predict the reaction product. The product is: [C:1]([N:4]1[C:13]2[C:8](=[CH:9][C:10]([C:14]([NH2:30])=[O:16])=[CH:11][CH:12]=2)[C@H:7]([NH:17][C:18]2[S:19][C:20]([C:23]#[N:24])=[CH:21][CH:22]=2)[C@@H:6]([CH3:25])[C@@H:5]1[CH:26]1[CH2:27][CH2:28]1)(=[O:3])[CH3:2].